From a dataset of Peptide-MHC class I binding affinity with 185,985 pairs from IEDB/IMGT. Regression. Given a peptide amino acid sequence and an MHC pseudo amino acid sequence, predict their binding affinity value. This is MHC class I binding data. (1) The peptide sequence is YLSDSDNIK. The MHC is HLA-A03:01 with pseudo-sequence HLA-A03:01. The binding affinity (normalized) is 0.273. (2) The peptide sequence is VVDALRNIY. The MHC is HLA-A02:12 with pseudo-sequence HLA-A02:12. The binding affinity (normalized) is 0.0847.